Dataset: Reaction yield outcomes from USPTO patents with 853,638 reactions. Task: Predict the reaction yield, written as a fraction of the theoretical maximum amount of product (1.0 means a 100% yield; for example, 0.34 means a 34% yield). The reactants are Cl.[F:2][C:3]1[CH:17]=[CH:16][C:6]2[C:7]([CH:10]3[CH2:15][CH2:14][NH:13][CH2:12][CH2:11]3)=[N:8][O:9][C:5]=2[CH:4]=1.Cl[CH2:19][CH2:20][CH2:21][O:22][C:23]1[CH:28]=[CH:27][C:26]([CH:29]([C:30]([CH:29]([C:26]2[CH:27]=[CH:28][C:23]([O:22][CH2:21][CH2:20][CH2:19]Cl)=[C:24]([O:48][CH3:49])[CH:25]=2)C)=O)[CH3:30])=[CH:25][C:24]=1[O:48][CH3:49].C(=O)([O-])[O-:51].[K+].[K+]. The catalyst is O. The product is [CH3:30][C:29]([C:26]1[CH:27]=[CH:28][C:23]([O:22][CH2:21][CH2:20][CH2:19][N:13]2[CH2:12][CH2:11][CH:10]([C:7]3[C:6]4[CH:16]=[CH:17][C:3]([F:2])=[CH:4][C:5]=4[O:9][N:8]=3)[CH2:15][CH2:14]2)=[C:24]([O:48][CH3:49])[CH:25]=1)=[O:51]. The yield is 0.922.